Dataset: TCR-epitope binding with 47,182 pairs between 192 epitopes and 23,139 TCRs. Task: Binary Classification. Given a T-cell receptor sequence (or CDR3 region) and an epitope sequence, predict whether binding occurs between them. The epitope is FIAGLIAIV. The TCR CDR3 sequence is CSVEGQGANTGELFF. Result: 1 (the TCR binds to the epitope).